This data is from Forward reaction prediction with 1.9M reactions from USPTO patents (1976-2016). The task is: Predict the product of the given reaction. (1) The product is: [ClH:14].[I:1][C:2]1[CH:8]=[CH:7][CH:6]=[CH:5][C:3]=1[NH:4][NH2:9]. Given the reactants [I:1][C:2]1[CH:8]=[CH:7][CH:6]=[CH:5][C:3]=1[NH2:4].[N:9]([O-])=O.[Na+].[Sn](Cl)[Cl:14], predict the reaction product. (2) Given the reactants [CH3:1][C:2]([S:5](/[N:7]=[CH:8]/[C:9]1[CH:10]=[N:11][C:12]([C:15]([F:18])([F:17])[F:16])=[CH:13][CH:14]=1)=[O:6])([CH3:4])[CH3:3].[CH3:19][Mg]Br, predict the reaction product. The product is: [CH3:4][C:2]([S:5]([NH:7][C@@H:8]([C:9]1[CH:10]=[N:11][C:12]([C:15]([F:18])([F:16])[F:17])=[CH:13][CH:14]=1)[CH3:19])=[O:6])([CH3:1])[CH3:3].